The task is: Predict the product of the given reaction.. This data is from Forward reaction prediction with 1.9M reactions from USPTO patents (1976-2016). Given the reactants [C:1]([O-:4])([O-])=O.[K+].[K+].[ClH:7].Cl[CH2:9][C:10]1[N:11]([CH2:15][C:16]2[CH:21]=[C:20]([Cl:22])[CH:19]=[C:18]([Cl:23])[CH:17]=2)[CH:12]=[CH:13][N:14]=1.CN([CH:27]=[O:28])C, predict the reaction product. The product is: [Cl:7][C:17]1[CH:18]=[C:27]([CH:20]=[C:21]([O:4][CH3:1])[CH:16]=1)[O:28][CH2:9][C:10]1[N:11]([CH2:15][C:16]2[CH:21]=[C:20]([Cl:22])[CH:19]=[C:18]([Cl:23])[CH:17]=2)[CH:12]=[CH:13][N:14]=1.